Task: Predict the product of the given reaction.. Dataset: Forward reaction prediction with 1.9M reactions from USPTO patents (1976-2016) (1) Given the reactants [CH3:1][C:2]([O:5][C:6]([N:8]1[CH2:12][CH2:11][C@@H:10]([CH2:13][C:14]([OH:16])=[O:15])[CH2:9]1)=[O:7])([CH3:4])[CH3:3].[CH2:17](OCC)[CH3:18].Cl.CN(C)CCCN=C=NCC.C(O)C, predict the reaction product. The product is: [CH2:17]([O:15][C:14](=[O:16])[CH2:13][C@@H:10]1[CH2:11][CH2:12][N:8]([C:6]([O:5][C:2]([CH3:1])([CH3:3])[CH3:4])=[O:7])[CH2:9]1)[CH3:18]. (2) Given the reactants [CH3:1][C:2](=[N:4][OH:5])[CH3:3].CC(C)([O-])C.[K+].[Br:12][C:13]1[CH:14]=[CH:15][C:16](F)=[C:17]([CH:20]=1)[C:18]#[N:19], predict the reaction product. The product is: [Br:12][C:13]1[CH:14]=[CH:15][C:16]([O:5][N:4]=[C:2]([CH3:3])[CH3:1])=[C:17]([CH:20]=1)[C:18]#[N:19]. (3) Given the reactants Cl.[CH3:2][O:3][C:4](=[O:7])[CH2:5][NH2:6].C1C=CC2N(O)N=NC=2C=1.CCN=C=NCCCN(C)C.CCN(CC)CC.[CH2:36]([C:38]([C:58]1[CH:59]=[C:60]2[C:65](=[CH:66][CH:67]=1)[CH:64]=[C:63]([C:68](O)=[O:69])[CH:62]=[CH:61]2)([C:41]1[CH:46]=[CH:45][C:44]([O:47][CH:48]([CH2:55][CH3:56])[CH:49]([OH:54])[C:50]([CH3:53])([CH3:52])[CH3:51])=[C:43]([CH3:57])[CH:42]=1)[CH2:39][CH3:40])[CH3:37], predict the reaction product. The product is: [CH3:2][O:3][C:4](=[O:7])[CH2:5][NH:6][C:68]([C:63]1[CH:62]=[CH:61][C:60]2[C:65](=[CH:66][CH:67]=[C:58]([C:38]([CH2:36][CH3:37])([C:41]3[CH:46]=[CH:45][C:44]([O:47][CH:48]([CH2:55][CH3:56])[CH:49]([OH:54])[C:50]([CH3:51])([CH3:52])[CH3:53])=[C:43]([CH3:57])[CH:42]=3)[CH2:39][CH3:40])[CH:59]=2)[CH:64]=1)=[O:69]. (4) The product is: [F:1][C:2]1[CH:31]=[CH:30][C:5]([C:6]([NH:8][CH2:9][C@:10]2([C:26]([F:28])([F:27])[F:29])[C:19]3[C:14](=[CH:15][CH:16]=[C:17]([C:20]4[NH:24][N:23]=[CH:22][CH:21]=4)[CH:18]=3)[NH:13][C:12](=[O:25])[NH:11]2)=[O:7])=[CH:4][CH:3]=1. Given the reactants [F:1][C:2]1[CH:31]=[CH:30][C:5]([C:6]([NH:8][CH2:9][C:10]2([C:26]([F:29])([F:28])[F:27])[C:19]3[C:14](=[CH:15][CH:16]=[C:17]([C:20]4[NH:24][N:23]=[CH:22][CH:21]=4)[CH:18]=3)[NH:13][C:12](=[O:25])[NH:11]2)=[O:7])=[CH:4][CH:3]=1.CCCCCC, predict the reaction product. (5) Given the reactants [F:1][C@H:2]1[C@H:6]([CH2:7][NH:8][C:9]([O:11][CH2:12][C:13]2[CH:18]=[CH:17][CH:16]=[CH:15][CH:14]=2)=[O:10])[CH2:5][N:4](C(OC(C)(C)C)=O)[CH2:3]1.C(O)(C(F)(F)F)=O.CC[NH+](CC)CC.CC[NH+](CC)CC.C([O-])([O-])=O, predict the reaction product. The product is: [F:1][C@H:2]1[CH2:3][NH:4][CH2:5][C@H:6]1[CH2:7][NH:8][C:9](=[O:10])[O:11][CH2:12][C:13]1[CH:18]=[CH:17][CH:16]=[CH:15][CH:14]=1. (6) Given the reactants [Br:1][C:2]1[C:3]([F:12])=[C:4]([C:8](=O)[CH2:9][F:10])[CH:5]=[CH:6][CH:7]=1.[NH3:13].[BH4-].[Na+].[ClH:16], predict the reaction product. The product is: [Br:1][C:2]1[C:3]([F:12])=[C:4]([CH:8]([NH2:13])[CH2:9][F:10])[CH:5]=[CH:6][CH:7]=1.[ClH:16]. (7) Given the reactants [CH3:1][N:2]1[C:6]([C:7]([OH:9])=O)=[CH:5][C:4]([C:10]([F:13])([F:12])[F:11])=[N:3]1.O1CCCC1.C(Cl)(=O)C(Cl)=O.[NH2:25][C:26]1[CH:27]=[C:28]([CH:45]=[CH:46][C:47]=1[F:48])[O:29][C:30]1[CH:31]=[CH:32][C:33]2[N:34]([CH:36]=[C:37]([NH:39][C:40]([CH:42]3[CH2:44][CH2:43]3)=[O:41])[N:38]=2)[N:35]=1, predict the reaction product. The product is: [CH:42]1([C:40]([NH:39][C:37]2[N:38]=[C:33]3[CH:32]=[CH:31][C:30]([O:29][C:28]4[CH:45]=[CH:46][C:47]([F:48])=[C:26]([NH:25][C:7]([C:6]5[N:2]([CH3:1])[N:3]=[C:4]([C:10]([F:13])([F:12])[F:11])[CH:5]=5)=[O:9])[CH:27]=4)=[N:35][N:34]3[CH:36]=2)=[O:41])[CH2:43][CH2:44]1.